The task is: Regression. Given two drug SMILES strings and cell line genomic features, predict the synergy score measuring deviation from expected non-interaction effect.. This data is from NCI-60 drug combinations with 297,098 pairs across 59 cell lines. (1) Drug 1: CC12CCC3C(C1CCC2NC(=O)OCC(F)(F)F)CCC4C3(C=CC(=O)N4C)C. Drug 2: CC1CC2C3CCC4=CC(=O)C=CC4(C3(C(CC2(C1(C(=O)CO)O)C)O)F)C. Cell line: OVCAR3. Synergy scores: CSS=8.53, Synergy_ZIP=2.99, Synergy_Bliss=8.55, Synergy_Loewe=-1.22, Synergy_HSA=4.92. (2) Drug 1: CC1=C(C=C(C=C1)NC(=O)C2=CC=C(C=C2)CN3CCN(CC3)C)NC4=NC=CC(=N4)C5=CN=CC=C5. Drug 2: CS(=O)(=O)CCNCC1=CC=C(O1)C2=CC3=C(C=C2)N=CN=C3NC4=CC(=C(C=C4)OCC5=CC(=CC=C5)F)Cl. Cell line: LOX IMVI. Synergy scores: CSS=-6.54, Synergy_ZIP=3.42, Synergy_Bliss=-0.154, Synergy_Loewe=-10.0, Synergy_HSA=-9.34.